Dataset: Experimentally validated miRNA-target interactions with 360,000+ pairs, plus equal number of negative samples. Task: Binary Classification. Given a miRNA mature sequence and a target amino acid sequence, predict their likelihood of interaction. (1) The miRNA is hsa-miR-4520-2-3p with sequence UUUGGACAGAAAACACGCAGGU. The protein sequence of the target gene is MAKPSHSSYVLQQLNNQREWGFLCDCCIAIDDIYFQAHKAVLAACSSYFRMFFMNHQHSTAQLNLSNMKISAECFDLILQFMYLGKIMTAPSSFEQFKVAMNYLQLYNVPDCLEDIQDADCSSSKCSSSASSRQSSKMIFGVRMYEDTVARNGNEANRWCAEPSSTVNTPHHREPEEESLQLANFPEPLFDVCKKSSVSKLSTPKERVSRRFGRSFTCDSCGFGFSCEKLLDEHVLTCTNRHSYQNTTRAYHRIVDIRDGKDSNIKAELAEKDSSKTFSAQPDKYREDANQAPDDSASTT.... Result: 0 (no interaction). (2) The miRNA is hsa-miR-4789-5p with sequence GUAUACACCUGAUAUGUGUAUG. The protein sequence of the target gene is MNIIRENKDLACFYTTKHSWRGKYKRVFSVGTHAITTYNPNTLEVTNQWPYGDICSISPVGKGQGTEFNLTFRKGSGKKSETLKFSTEHRTELLTEALRFRTDFSEGKITGRRYNCYKHHWSDSRKPVILEVTPGGFDQINPATNRVLCSYDYRNIEGFVDLSDYQGGFCILYGGFSRLHLFASEQREEIIKSAIDHAGNYIGISLRIRKEPLEFEQYLNLRFGKYSTDESITSLAEFVVQKISPRHSEPVKRVLALTETCLVERDPATYNIATLKPLGEVFALVCDSENPQLFTIEFIK.... Result: 0 (no interaction). (3) The miRNA is hsa-miR-585-5p with sequence CUAGCACACAGAUACGCCCAGA. The protein sequence of the target gene is MELSAVGERVFAAESIIKRRIRKGRIEYLVKWKGWAIKYSTWEPEENILDSRLIAAFEQKERERELYGPKKRGPKPKTFLLKARAQAEALRISDVHFSVKPSASASSPKLHSSAAVHRLKKDIRRCHRMSRRPLPRPDPQGGSPGLRPPISPFSETVRIINRKVKPREPKRNRIILNLKVIDKGAGGGGAGQGAGALARPKVPSRNRVIGKSKKFSESVLRTQIRHMKFGAFALYKPPPAPLVAPSPGKAEASAPGPGLLLAAPAAPYDARSSGSSGCPSPTPQSSDPDDTPPKLLPETV.... Result: 1 (interaction).